Dataset: Experimentally validated miRNA-target interactions with 360,000+ pairs, plus equal number of negative samples. Task: Binary Classification. Given a miRNA mature sequence and a target amino acid sequence, predict their likelihood of interaction. The miRNA is hsa-miR-556-3p with sequence AUAUUACCAUUAGCUCAUCUUU. The protein sequence of the target gene is MDVNLAPLRAWDDFFPGSDRFARPDFRDISKWNNRVVSNLLYYQTNYLVVAAMMISVVGFLSPFNMILGGVIVVLVFMGFVWAAHNKDILRRMKKQYPTAFVMVVMLASYFLISMFGGVMVFVFGITLPLLLMFIHASLRLRNLKNKLENKMEGIGLKKTPMGIILDALEQQEDNINKFADYISKARE. Result: 0 (no interaction).